Predict the reactants needed to synthesize the given product. From a dataset of Full USPTO retrosynthesis dataset with 1.9M reactions from patents (1976-2016). (1) Given the product [OH:34][CH:33]1[C:32]2[C:31]3[C:26]([CH:25]=[CH:24][CH:23]=2)=[CH:27][CH:28]=[CH:29][C:30]=3[CH:35]1[N:14]1[CH2:13][CH2:12][CH:11]([N:4]2[C:5]3[C:10](=[CH:9][CH:8]=[CH:7][CH:6]=3)[C:2]([CH2:18][C:19]([OH:21])=[O:20])([CH3:1])[C:3]2=[O:17])[CH2:16][CH2:15]1, predict the reactants needed to synthesize it. The reactants are: [CH3:1][C:2]1([CH2:18][C:19]([O:21]C)=[O:20])[C:10]2[C:5](=[CH:6][CH:7]=[CH:8][CH:9]=2)[N:4]([CH:11]2[CH2:16][CH2:15][NH:14][CH2:13][CH2:12]2)[C:3]1=[O:17].[CH:23]1[C:32]2[CH:33]3[CH:35]([C:30]4[C:31]=2[C:26]([CH:27]=[CH:28][CH:29]=4)=[CH:25][CH:24]=1)[O:34]3.O. (2) Given the product [OH-:8].[NH4+:10].[N:19]1[C:13]([NH2:14])=[N:12][C:11]([NH2:10])=[N:16][C:48]=1[NH2:50], predict the reactants needed to synthesize it. The reactants are: ClC1C=C([NH:10][C:11]2[N:16]=C(Cl)[N:14]=[C:13](Cl)[N:12]=2)C=CC=1[O:8]C.[NH2:19]CC1CCCN1CC.CCN(C(C)C)C(C)C.Cl.Cl.NC1C2CCN(CC2)C1.[C:48](#[N:50])C. (3) Given the product [CH:1]1([CH2:6][C@@H:7]([C:11]2[CH:16]=[CH:15][C:14]([Cl:17])=[C:13]([Cl:18])[CH:12]=2)[C:8]([N:37]2[C@@H:36]([CH:33]([CH3:35])[CH3:34])[CH2:40][O:39][C:38]2=[O:41])=[O:10])[CH2:2][CH2:3][CH2:4][CH2:5]1, predict the reactants needed to synthesize it. The reactants are: [CH:1]1([CH2:6][CH:7]([C:11]2[CH:16]=[CH:15][C:14]([Cl:17])=[C:13]([Cl:18])[CH:12]=2)[C:8]([OH:10])=O)[CH2:5][CH2:4][CH2:3][CH2:2]1.C(N(CC)CC)C.CC(C)(C)C(Cl)=O.[CH:33]([C@H:36]1[CH2:40][O:39][C:38](=[O:41])[NH:37]1)([CH3:35])[CH3:34].C([Li])CCC. (4) Given the product [CH3:27][O:28][C:29]1[CH:30]=[C:31]2[C:36](=[CH:37][C:38]=1[O:39][CH3:40])[N:35]=[CH:34][CH:33]=[C:32]2[O:41][C:42]1[CH:48]=[CH:47][C:45]([NH:46][C:60]([NH:59][C:57](=[O:58])[C:51]2[CH:52]=[CH:53][C:54]([CH3:56])=[CH:55][C:50]=2[CH3:49])=[S:61])=[CH:44][CH:43]=1, predict the reactants needed to synthesize it. The reactants are: S(Cl)(Cl)=O.CC1C=C(C)C=CC=1C(O)=O.CC1C=C(C)C=CC=1C(Cl)=O.[CH3:27][O:28][C:29]1[CH:30]=[C:31]2[C:36](=[CH:37][C:38]=1[O:39][CH3:40])[N:35]=[CH:34][CH:33]=[C:32]2[O:41][C:42]1[CH:48]=[CH:47][C:45]([NH2:46])=[CH:44][CH:43]=1.[CH3:49][C:50]1[CH:55]=[C:54]([CH3:56])[CH:53]=[CH:52][C:51]=1[C:57]([N:59]=[C:60]=[S:61])=[O:58].